Predict the reactants needed to synthesize the given product. From a dataset of Full USPTO retrosynthesis dataset with 1.9M reactions from patents (1976-2016). (1) Given the product [F:16][C:13]1[CH:14]=[C:15]2[C:10](=[C:11]([F:17])[CH:12]=1)[NH:9][CH:8]=[C:7]2[CH2:6][CH:5]([NH:18][C:19]([C:21]1[C:26]2[O:27][CH2:28][CH2:29][CH2:30][CH2:31][C:25]=2[CH:24]=[C:23]([C:32]2[CH:37]=[C:36]([C:38](=[O:41])[NH:39][CH3:40])[CH:35]=[C:34]([F:42])[CH:33]=2)[CH:22]=1)=[O:20])[CH2:4][OH:3], predict the reactants needed to synthesize it. The reactants are: C([O:3][C:4](=O)[CH:5]([NH:18][C:19]([C:21]1[C:26]2[O:27][CH2:28][CH2:29][CH2:30][CH2:31][C:25]=2[CH:24]=[C:23]([C:32]2[CH:37]=[C:36]([C:38](=[O:41])[NH:39][CH3:40])[CH:35]=[C:34]([F:42])[CH:33]=2)[CH:22]=1)=[O:20])[CH2:6][C:7]1[C:15]2[C:10](=[C:11]([F:17])[CH:12]=[C:13]([F:16])[CH:14]=2)[NH:9][CH:8]=1)C.[BH4-].[Li+].CO. (2) Given the product [Cl:1][C:2]1[C:3]2[N:4]([C:16]([C:7]3[CH:8]=[CH:9][CH:10]=[CH:5][CH:6]=3)=[N:18][N:17]=2)[C:5]2[C:10]([N:11]=1)=[CH:9][C:8]([C:12]([O:14][CH3:15])=[O:13])=[C:7]([CH3:16])[CH:6]=2, predict the reactants needed to synthesize it. The reactants are: [Cl:1][C:2]1[C:3]([NH:17][NH:18]C2C=CC=CC=2)=[N:4][C:5]2[C:10]([N:11]=1)=[CH:9][C:8]([C:12]([O:14][CH3:15])=[O:13])=[C:7]([CH3:16])[CH:6]=2.S(Cl)(Cl)=O. (3) The reactants are: [H-].[Li+].[Al+3].[H-].[H-].[H-].[CH2:7]([O:14][C:15]1[CH:16]=[C:17]([CH2:21][CH2:22][NH:23][CH:24]=O)[CH:18]=[CH:19][CH:20]=1)[C:8]1[CH:13]=[CH:12][CH:11]=[CH:10][CH:9]=1.O.[OH-].[Na+]. Given the product [CH2:7]([O:14][C:15]1[CH:16]=[C:17]([CH2:21][CH2:22][NH:23][CH3:24])[CH:18]=[CH:19][CH:20]=1)[C:8]1[CH:9]=[CH:10][CH:11]=[CH:12][CH:13]=1, predict the reactants needed to synthesize it. (4) Given the product [O:33]=[S:29]1(=[O:32])[CH2:30][CH2:31][N:26]([CH2:25][C:24]2[CH:23]=[C:22]([NH:20][C:18]3[N:19]=[C:12]4[C:11]([C:8]5[CH:9]=[CH:10][C:5]([S:2]([CH3:1])(=[O:3])=[O:4])=[CH:6][CH:7]=5)=[CH:16][CH:15]=[CH:14][N:13]4[N:17]=3)[CH:36]=[CH:35][CH:34]=2)[CH2:27][CH2:28]1, predict the reactants needed to synthesize it. The reactants are: [CH3:1][S:2]([C:5]1[CH:10]=[CH:9][C:8]([C:11]2[C:12]3[N:13]([N:17]=[C:18]([NH2:20])[N:19]=3)[CH:14]=[CH:15][CH:16]=2)=[CH:7][CH:6]=1)(=[O:4])=[O:3].Br[C:22]1[CH:23]=[C:24]([CH:34]=[CH:35][CH:36]=1)[CH2:25][N:26]1[CH2:31][CH2:30][S:29](=[O:33])(=[O:32])[CH2:28][CH2:27]1.C1(P(C2CCCCC2)C2C=CC=CC=2C2C=CC=CC=2P(C2CCCCC2)C2CCCCC2)CCCCC1. (5) The reactants are: C(N(CC)CC)C.[C:8]([O:12][C:13](=[O:19])[C@H:14]([CH:16]([CH3:18])[CH3:17])[NH2:15])([CH3:11])([CH3:10])[CH3:9].[CH3:20][O:21][CH2:22][CH2:23][O:24][CH2:25][C:26](O)=[O:27].C(OP(C#N)(=O)OCC)C. Given the product [C:8]([O:12][C:13](=[O:19])[C@H:14]([CH:16]([CH3:17])[CH3:18])[NH:15][C:26](=[O:27])[CH2:25][O:24][CH2:23][CH2:22][O:21][CH3:20])([CH3:11])([CH3:10])[CH3:9], predict the reactants needed to synthesize it.